Dataset: NCI-60 drug combinations with 297,098 pairs across 59 cell lines. Task: Regression. Given two drug SMILES strings and cell line genomic features, predict the synergy score measuring deviation from expected non-interaction effect. (1) Drug 1: CCN(CC)CCNC(=O)C1=C(NC(=C1C)C=C2C3=C(C=CC(=C3)F)NC2=O)C. Drug 2: CN(CC1=CN=C2C(=N1)C(=NC(=N2)N)N)C3=CC=C(C=C3)C(=O)NC(CCC(=O)O)C(=O)O. Cell line: BT-549. Synergy scores: CSS=17.8, Synergy_ZIP=-5.24, Synergy_Bliss=-2.57, Synergy_Loewe=-10.2, Synergy_HSA=-0.533. (2) Drug 1: CN(C)C1=NC(=NC(=N1)N(C)C)N(C)C. Drug 2: CN(CC1=CN=C2C(=N1)C(=NC(=N2)N)N)C3=CC=C(C=C3)C(=O)NC(CCC(=O)O)C(=O)O. Cell line: RPMI-8226. Synergy scores: CSS=3.19, Synergy_ZIP=6.13, Synergy_Bliss=-2.87, Synergy_Loewe=-62.8, Synergy_HSA=-10.4.